Dataset: Full USPTO retrosynthesis dataset with 1.9M reactions from patents (1976-2016). Task: Predict the reactants needed to synthesize the given product. (1) Given the product [CH2:1]([CH:5]1[CH2:7][O:6]1)[CH2:2]/[CH:3]=[CH:4]/[CH2:8][CH2:9][CH2:10][CH3:11], predict the reactants needed to synthesize it. The reactants are: [CH2:1]([CH:5]1[CH2:7][O:6]1)[CH2:2][CH:3]=[CH2:4].[CH2:8]=[CH:9][CH2:10][CH2:11]CC. (2) Given the product [CH2:23]([N:25]1[C:29]2=[N:30][C:31]([CH2:57][CH3:58])=[C:32]([CH2:41][NH:42][C:43](=[O:56])[C:44]3[CH:45]=[CH:46][C:47]([CH2:50][CH2:51][CH2:52][CH2:53][CH:54]=[O:55])=[CH:48][CH:49]=3)[C:33]([NH:34][CH:35]3[CH2:40][CH2:39][O:38][CH2:37][CH2:36]3)=[C:28]2[CH:27]=[N:26]1)[CH3:24], predict the reactants needed to synthesize it. The reactants are: CC(OI1(OC(C)=O)(OC(C)=O)OC(=O)C2C=CC=CC1=2)=O.[CH2:23]([N:25]1[C:29]2=[N:30][C:31]([CH2:57][CH3:58])=[C:32]([CH2:41][NH:42][C:43](=[O:56])[C:44]3[CH:49]=[CH:48][C:47]([CH2:50][CH2:51][CH2:52][CH2:53][CH2:54][OH:55])=[CH:46][CH:45]=3)[C:33]([NH:34][CH:35]3[CH2:40][CH2:39][O:38][CH2:37][CH2:36]3)=[C:28]2[CH:27]=[N:26]1)[CH3:24]. (3) Given the product [CH3:1][O:2][C:3]1[CH:8]=[CH:7][C:6]([N:9]2[CH2:10][CH2:11][N:12]([C:15]3[S:16][C:17]([C:26]([OH:28])=[O:27])=[C:18]([C:20]4[CH:25]=[CH:24][CH:23]=[CH:22][CH:21]=4)[N:19]=3)[CH2:13][CH2:14]2)=[CH:5][CH:4]=1, predict the reactants needed to synthesize it. The reactants are: [CH3:1][O:2][C:3]1[CH:8]=[CH:7][C:6]([N:9]2[CH2:14][CH2:13][N:12]([C:15]3[S:16][C:17]([C:26]([O:28]CC)=[O:27])=[C:18]([C:20]4[CH:25]=[CH:24][CH:23]=[CH:22][CH:21]=4)[N:19]=3)[CH2:11][CH2:10]2)=[CH:5][CH:4]=1.[OH-].[Li+]. (4) Given the product [Br:1][C:2]1[CH:10]=[CH:9][C:5]([C:6]([NH:11][C:12]2[CH:21]=[C:20]3[C:15]([CH:16]=[CH:17][CH:18]=[N:19]3)=[CH:14][CH:13]=2)=[O:7])=[CH:4][CH:3]=1, predict the reactants needed to synthesize it. The reactants are: [Br:1][C:2]1[CH:10]=[CH:9][C:5]([C:6](Cl)=[O:7])=[CH:4][CH:3]=1.[NH2:11][C:12]1[CH:21]=[C:20]2[C:15]([CH:16]=[CH:17][CH:18]=[N:19]2)=[CH:14][CH:13]=1. (5) Given the product [Cl:1][C:2]1[N:3]=[C:4]([N:16]2[CH2:21][CH2:20][O:19][CH2:18][CH2:17]2)[C:5]2[S:10][C:9]([C:11]3([O:15][CH3:26])[CH2:14][O:13][CH2:12]3)=[CH:8][C:6]=2[N:7]=1, predict the reactants needed to synthesize it. The reactants are: [Cl:1][C:2]1[N:3]=[C:4]([N:16]2[CH2:21][CH2:20][O:19][CH2:18][CH2:17]2)[C:5]2[S:10][C:9]([C:11]3([OH:15])[CH2:14][O:13][CH2:12]3)=[CH:8][C:6]=2[N:7]=1.[H-].[Na+].CI.[C:26](OCC)(=O)C. (6) Given the product [Br:18][C:19]1[CH:32]=[CH:31][CH:30]=[C:29]2[C:20]=1[S:21][C:22]1[CH:23]=[CH:24][C:25]([NH:33][C@@H:34]3[CH2:39][CH2:38][CH2:37][CH2:36][C@H:35]3[N:40]3[CH2:6][CH2:5][O:4][CH2:3][CH2:2]3)=[CH:26][C:27]=1[S:28]2, predict the reactants needed to synthesize it. The reactants are: I[CH2:2][CH2:3][O:4][CH2:5][CH2:6]I.C(N(C(C)C)CC)(C)C.Cl.[Br:18][C:19]1[CH:32]=[CH:31][CH:30]=[C:29]2[C:20]=1[S:21][C:22]1[CH:23]=[CH:24][C:25]([NH:33][C@@H:34]3[CH2:39][CH2:38][CH2:37][CH2:36][C@H:35]3[NH2:40])=[CH:26][C:27]=1[S:28]2. (7) Given the product [NH:3]1[CH2:4][CH2:5][CH2:6][N:1]=[C:2]1[NH:7][CH2:8][CH2:9][CH2:10][O:11][C:12]1[CH:28]=[CH:27][C:15]2[CH2:16][CH:17]([CH2:22][C:23]([OH:25])=[O:24])[C:18](=[O:21])[NH:19][CH2:20][C:14]=2[CH:13]=1, predict the reactants needed to synthesize it. The reactants are: [N:1]1[CH:6]=[CH:5][CH:4]=[N:3][C:2]=1[NH:7][CH2:8][CH2:9][CH2:10][O:11][C:12]1[CH:28]=[CH:27][C:15]2[CH2:16][CH:17]([CH2:22][C:23]([O:25]C)=[O:24])[C:18](=[O:21])[NH:19][CH2:20][C:14]=2[CH:13]=1.Cl.O1CCOCC1.[H][H].